Dataset: Forward reaction prediction with 1.9M reactions from USPTO patents (1976-2016). Task: Predict the product of the given reaction. (1) Given the reactants Br[C:2]1[N:10]([CH:11]([C:13]2[CH:18]=[CH:17][C:16]([Cl:19])=[CH:15][CH:14]=2)[CH3:12])[C:9]2[C:4](=[N:5][C:6]([C:26]#[N:27])=[N:7][C:8]=2[NH:20][C@@H:21]([CH:23]2[CH2:25][CH2:24]2)[CH3:22])[N:3]=1.[C:28]1([CH3:37])[CH:33]=[CH:32][CH:31]=[C:30](B(O)O)[CH:29]=1.C([O-])([O-])=O.[Na+].[Na+].O1CCOCC1, predict the reaction product. The product is: [Cl:19][C:16]1[CH:17]=[CH:18][C:13]([CH:11]([N:10]2[C:9]3[C:4](=[N:5][C:6]([C:26]#[N:27])=[N:7][C:8]=3[NH:20][C@@H:21]([CH:23]3[CH2:25][CH2:24]3)[CH3:22])[N:3]=[C:2]2[C:30]2[CH:29]=[C:28]([CH3:37])[CH:33]=[CH:32][CH:31]=2)[CH3:12])=[CH:14][CH:15]=1. (2) Given the reactants [CH2:1]([O:4][CH2:5][CH2:6][CH2:7][C:8]([OH:10])=O)[CH:2]=[CH2:3].[C:11](Cl)(=O)C(C)(C)C.C(N(CC)CC)C.[CH:25]([C@@H:28]1[C:32]([C:39]2[CH:44]=[CH:43][CH:42]=[CH:41][CH:40]=2)([C:33]2[CH:38]=[CH:37][CH:36]=[CH:35][CH:34]=2)[O:31][C:30](=[O:45])[NH:29]1)([CH3:27])[CH3:26].[Cl-].[Li+].[Cl-].[NH4+], predict the reaction product. The product is: [CH2:1]([O:4][CH2:5][CH2:6][C@@H:7]([CH3:11])[C:8]([N:29]1[C@H:28]([CH:25]([CH3:27])[CH3:26])[C:32]([C:39]2[CH:40]=[CH:41][CH:42]=[CH:43][CH:44]=2)([C:33]2[CH:38]=[CH:37][CH:36]=[CH:35][CH:34]=2)[O:31][C:30]1=[O:45])=[O:10])[CH:2]=[CH2:3].